This data is from Full USPTO retrosynthesis dataset with 1.9M reactions from patents (1976-2016). The task is: Predict the reactants needed to synthesize the given product. (1) The reactants are: [C:1]([N:4]1[CH2:9][C@@H:8]2[CH2:10][C@H:5]1[CH2:6][N:7]2[CH2:11][C:12]1[CH:17]=[CH:16][C:15]([O-:18])=[CH:14][CH:13]=1)(=[O:3])[CH3:2].[Na+].Cl[C:21]1[S:22][C:23]2[C:28]([N:29]=1)=[CH:27][CH:26]=[C:25]([CH3:30])[N:24]=2. Given the product [C:1]([N:4]1[CH2:9][C@@H:8]2[CH2:10][C@H:5]1[CH2:6][N:7]2[CH2:11][C:12]1[CH:13]=[CH:14][C:15]([O:18][C:21]2[S:22][C:23]3[C:28]([N:29]=2)=[CH:27][CH:26]=[C:25]([CH3:30])[N:24]=3)=[CH:16][CH:17]=1)(=[O:3])[CH3:2], predict the reactants needed to synthesize it. (2) Given the product [CH2:32]([O:34][C:35](=[O:56])[C@H:36]([CH2:48][C:49]1[CH:54]=[CH:53][C:52]([C:4]2[C:5]([O:27][CH3:28])=[CH:6][C:7]([OH:9])=[CH:8][C:3]=2[O:2][CH3:1])=[CH:51][CH:50]=1)[NH:37][C:38](=[O:47])[C:39]1[C:40]([Cl:46])=[CH:41][CH:42]=[CH:43][C:44]=1[Cl:45])[CH3:33], predict the reactants needed to synthesize it. The reactants are: [CH3:1][O:2][C:3]1[CH:8]=[C:7]([O:9][Si](C(C)(C)C)(C2C=CC=CC=2)C2C=CC=CC=2)[CH:6]=[C:5]([O:27][CH3:28])[C:4]=1B(O)O.[CH2:32]([O:34][C:35](=[O:56])[C@H:36]([CH2:48][C:49]1[CH:54]=[CH:53][C:52](Br)=[CH:51][CH:50]=1)[NH:37][C:38](=[O:47])[C:39]1[C:44]([Cl:45])=[CH:43][CH:42]=[CH:41][C:40]=1[Cl:46])[CH3:33].C([O-])([O-])=O.[K+].[K+]. (3) The reactants are: [C:1]([N:4]1[C:13]2[C:8](=[CH:9][C:10](Br)=[CH:11][CH:12]=2)[C@H:7]([NH:15][C:16]2[CH:23]=[CH:22][C:19]([C:20]#[N:21])=[CH:18][N:17]=2)[CH2:6][C@@H:5]1[CH3:24])(=[O:3])[CH3:2].[C:25]([Si:27]([CH3:30])([CH3:29])[CH3:28])#[CH:26].C(N(CC)CC)C. Given the product [C:1]([N:4]1[C:13]2[C:8](=[CH:9][C:10]([C:26]#[C:25][Si:27]([CH3:30])([CH3:29])[CH3:28])=[CH:11][CH:12]=2)[C@H:7]([NH:15][C:16]2[CH:23]=[CH:22][C:19]([C:20]#[N:21])=[CH:18][N:17]=2)[CH2:6][C@@H:5]1[CH3:24])(=[O:3])[CH3:2], predict the reactants needed to synthesize it. (4) Given the product [C:1]([C:3]1[CH:4]=[C:5]2[C:10](=[CH:11][CH:12]=1)[NH:9][CH:8]([C:13]([F:15])([F:16])[F:14])[C:7]([C:17]([OH:19])=[O:18])=[CH:6]2)#[N:2], predict the reactants needed to synthesize it. The reactants are: [C:1]([C:3]1[CH:4]=[C:5]2[C:10](=[CH:11][CH:12]=1)[NH:9][CH:8]([C:13]([F:16])([F:15])[F:14])[C:7]([C:17]([O:19]CC)=[O:18])=[CH:6]2)#[N:2].[OH-].[Li+].Cl.C(OCC)C.